From a dataset of Full USPTO retrosynthesis dataset with 1.9M reactions from patents (1976-2016). Predict the reactants needed to synthesize the given product. (1) Given the product [NH2:29][C@H:30]1[C@H:35]([OH:27])[CH2:34][CH2:33][N:32]([C:36]([O:38][CH2:39][C:40]2[CH:45]=[CH:44][CH:43]=[CH:42][CH:41]=2)=[O:37])[CH2:31]1, predict the reactants needed to synthesize it. The reactants are: O1C=CN=C1C1OC2CCNCC=2N=1.C(OC(=O)C(OCC)=O)C.O=[N-].[O:27]1[C:35]2[CH2:34][CH2:33][N:32]([C:36]([O:38][CH2:39][C:40]3[CH:45]=[CH:44][CH:43]=[CH:42][CH:41]=3)=[O:37])[CH2:31][C:30]=2[N:29]=C1C(OCC)=O.COC(OC)CN. (2) Given the product [CH3:1][O:3][C:4](=[O:28])[CH2:5][C:6]1[N:7]=[C:8]([NH:11][C:12](=[O:27])[CH:13]([C:20]2[CH:25]=[CH:24][CH:23]=[C:22]([Cl:26])[CH:21]=2)[CH2:14][CH:15]2[CH2:16][CH2:17][CH2:18][CH2:19]2)[S:9][CH:10]=1, predict the reactants needed to synthesize it. The reactants are: [CH2:1]([O:3][C:4](=[O:28])[CH2:5][C:6]1[N:7]=[C:8]([NH:11][C:12](=[O:27])[CH:13]([C:20]2[CH:25]=[CH:24][CH:23]=[C:22]([Cl:26])[CH:21]=2)[CH2:14][CH:15]2[CH2:19][CH2:18][CH2:17][CH2:16]2)[S:9][CH:10]=1)C. (3) Given the product [Br:31][CH2:9][CH2:8][CH2:7][N:1]1[CH2:6][CH2:5][O:4][CH2:3][CH2:2]1, predict the reactants needed to synthesize it. The reactants are: [N:1]1([CH2:7][CH2:8][CH2:9]O)[CH2:6][CH2:5][O:4][CH2:3][CH2:2]1.C1(P(C2C=CC=CC=2)C2C=CC=CC=2)C=CC=CC=1.C(Br)(Br)(Br)[Br:31]. (4) Given the product [Br:1][C:2]1[C:3]([C:9]#[N:10])=[N:4][CH:5]=[CH:6][CH:7]=1, predict the reactants needed to synthesize it. The reactants are: [Br:1][C:2]1[CH:3]=[N+:4]([O-])[CH:5]=[CH:6][CH:7]=1.[C-:9]#[N:10]. (5) Given the product [F:20][C:16]1[CH:17]=[CH:18][CH:19]=[C:11]([F:10])[C:12]=1[C:13]([N:63]1[CH2:62][CH2:61][N:60]([C:43](=[O:42])[CH2:44][NH:45][C:46]([C:48]2[CH:53]=[CH:52][C:51]([C:54]3[CH:59]=[CH:58][CH:57]=[CH:56][CH:55]=3)=[CH:50][CH:49]=2)=[O:47])[CH2:65][CH2:64]1)=[O:15], predict the reactants needed to synthesize it. The reactants are: CCN(C(C)C)C(C)C.[F:10][C:11]1[CH:19]=[CH:18][CH:17]=[C:16]([F:20])[C:12]=1[C:13]([OH:15])=O.C1C=CC2N(O)N=NC=2C=1.CCN=C=NCCCN(C)C.[O:42]=[C:43]([N:60]1[CH2:65][CH2:64][NH:63][CH2:62][CH2:61]1)[CH2:44][NH:45][C:46]([C:48]1[CH:53]=[CH:52][C:51]([C:54]2[CH:59]=[CH:58][CH:57]=[CH:56][CH:55]=2)=[CH:50][CH:49]=1)=[O:47].